Dataset: Catalyst prediction with 721,799 reactions and 888 catalyst types from USPTO. Task: Predict which catalyst facilitates the given reaction. (1) Reactant: [Cl:1][C:2]1[CH:3]=[C:4]([C:8]2[N:9]=[C:10]([N:16]3[C:20]4[CH:21]=[C:22]([OH:25])[CH:23]=[CH:24][C:19]=4[N:18]=[CH:17]3)[S:11][C:12]=2[C:13]([NH2:15])=[O:14])[CH:5]=[CH:6][CH:7]=1.[N:26]1([CH2:32][CH2:33][CH2:34]OS(C2C=CC(C)=CC=2)(=O)=O)[CH2:31][CH2:30][O:29][CH2:28][CH2:27]1.C(=O)([O-])[O-].[Cs+].[Cs+]. Product: [Cl:1][C:2]1[CH:3]=[C:4]([C:8]2[N:9]=[C:10]([N:16]3[C:20]4[CH:21]=[C:22]([O:25][CH2:34][CH2:33][CH2:32][N:26]5[CH2:31][CH2:30][O:29][CH2:28][CH2:27]5)[CH:23]=[CH:24][C:19]=4[N:18]=[CH:17]3)[S:11][C:12]=2[C:13]([NH2:15])=[O:14])[CH:5]=[CH:6][CH:7]=1. The catalyst class is: 9. (2) Reactant: ClC(Cl)(Cl)CO[C:5]([C@@H:7]1[CH2:12][CH2:11][CH2:10][N:9]([C:13](=[O:45])[C@@H:14]([NH:30][C:31](=[O:44])[C@@H:32]([NH:36][C:37]([O:39][C:40]([CH3:43])([CH3:42])[CH3:41])=[O:38])[CH:33]([CH3:35])[CH3:34])[CH2:15][C:16]2[CH:21]=[CH:20][CH:19]=[C:18]([O:22][Si:23]([C:26]([CH3:29])([CH3:28])[CH3:27])([CH3:25])[CH3:24])[CH:17]=2)[NH:8]1)=[O:6].C(=O)(O)[O-].[Na+].[I:53][C:54]1[CH:55]=[C:56]([CH:59]=[CH:60][CH:61]=1)[CH2:57][NH2:58].C(OCC)(=O)C. Product: [C:40]([O:39][C:37](=[O:38])[NH:36][C@H:32]([C:31](=[O:44])[NH:30][C@@H:14]([CH2:15][C:16]1[CH:21]=[CH:20][CH:19]=[C:18]([O:22][Si:23]([C:26]([CH3:28])([CH3:27])[CH3:29])([CH3:25])[CH3:24])[CH:17]=1)[C:13]([N:9]1[CH2:10][CH2:11][CH2:12][C@@H:7]([C:5](=[O:6])[NH:58][CH2:57][C:56]2[CH:59]=[CH:60][CH:61]=[C:54]([I:53])[CH:55]=2)[NH:8]1)=[O:45])[CH:33]([CH3:34])[CH3:35])([CH3:41])([CH3:43])[CH3:42]. The catalyst class is: 7. (3) Reactant: [Br:1][C:2]1[CH:7]=[CH:6][C:5]([C:8]2([C:11]([O:13][CH3:14])=[O:12])[CH2:10][O:9]2)=[C:4]([N+:15]([O-:17])=[O:16])[CH:3]=1.[CH3:18][NH:19][CH2:20][CH2:21][OH:22]. Product: [Br:1][C:2]1[CH:7]=[CH:6][C:5]([C:8]([OH:9])([CH2:10][N:19]([CH2:20][CH2:21][OH:22])[CH3:18])[C:11]([O:13][CH3:14])=[O:12])=[C:4]([N+:15]([O-:17])=[O:16])[CH:3]=1. The catalyst class is: 1. (4) Reactant: Br[CH2:2][C:3]1[N:4]=[C:5]2[CH:10]=[CH:9][CH:8]=[CH:7][N:6]2[C:11]=1[C:12]([O:14][CH2:15][CH3:16])=[O:13].[CH3:17][NH:18][CH:19]1[C:28]2[N:27]=[CH:26][CH:25]=[CH:24][C:23]=2[CH2:22][CH2:21][CH2:20]1.C(N(C(C)C)CC)(C)C.[I-].[K+]. Product: [CH3:17][N:18]([CH2:2][C:3]1[N:4]=[C:5]2[CH:10]=[CH:9][CH:8]=[CH:7][N:6]2[C:11]=1[C:12]([O:14][CH2:15][CH3:16])=[O:13])[CH:19]1[C:28]2[N:27]=[CH:26][CH:25]=[CH:24][C:23]=2[CH2:22][CH2:21][CH2:20]1. The catalyst class is: 10. (5) Product: [S:1]1[CH:5]=[CH:4][CH:3]=[C:2]1[C:6]([O:8][CH2:9][C:10]([OH:12])=[O:11])=[O:7]. The catalyst class is: 2. Reactant: [S:1]1[CH:5]=[CH:4][CH:3]=[C:2]1[C:6]([O:8][CH2:9][C:10]([O:12]C(C)(C)C)=[O:11])=[O:7].C(O)(C(F)(F)F)=O.